Dataset: Full USPTO retrosynthesis dataset with 1.9M reactions from patents (1976-2016). Task: Predict the reactants needed to synthesize the given product. (1) The reactants are: [CH3:1][C:2]1[CH:16]=[CH:15][CH:14]=[CH:13][C:3]=1[C:4]([NH:6][C@@H:7]1[CH2:12][CH2:11][CH2:10][NH:9][CH2:8]1)=[O:5].[C:17]([N:22]1[CH2:27][CH2:26][C:25](=O)[CH2:24][CH2:23]1)([O:19][CH2:20][CH3:21])=[O:18].[N-]=C=O. Given the product [CH3:1][C:2]1[CH:16]=[CH:15][CH:14]=[CH:13][C:3]=1[C:4]([NH:6][C@@H:7]1[CH2:12][CH2:11][CH2:10][N:9]([CH:25]2[CH2:26][CH2:27][N:22]([C:17]([O:19][CH2:20][CH3:21])=[O:18])[CH2:23][CH2:24]2)[CH2:8]1)=[O:5], predict the reactants needed to synthesize it. (2) Given the product [CH2:28]([O:29][C:11](=[O:19])[C@H:10]([OH:20])[CH2:9][C@H:8]([NH2:12])[CH2:7][C:4]1[CH:3]=[CH:2][C:1]([C:21]2[CH:22]=[CH:23][CH:24]=[CH:25][CH:26]=2)=[CH:6][CH:5]=1)[CH3:27], predict the reactants needed to synthesize it. The reactants are: [C:1]1([C:21]2[CH:26]=[CH:25][CH:24]=[CH:23][CH:22]=2)[CH:6]=[CH:5][C:4]([CH2:7][C@H:8]2[N:12](C(=O)C(C)(C)C)[C:11](=[O:19])[C@H:10]([OH:20])[CH2:9]2)=[CH:3][CH:2]=1.[CH3:27][CH2:28][OH:29]. (3) Given the product [OH:28][CH2:27][C@H:26]([NH:29][C:3]1[S:4]/[C:5](=[CH:9]\[C:10]2[CH:11]=[C:12]3[C:17](=[CH:18][CH:19]=2)[N:16]=[CH:15][CH:14]=[CH:13]3)/[C:6](=[O:8])[N:7]=1)[C:23]1[CH:24]=[CH:25][CH:20]=[CH:21][CH:22]=1, predict the reactants needed to synthesize it. The reactants are: CS[C:3]1[S:4]/[C:5](=[CH:9]\[C:10]2[CH:11]=[C:12]3[C:17](=[CH:18][CH:19]=2)[N:16]=[CH:15][CH:14]=[CH:13]3)/[C:6](=[O:8])[N:7]=1.[CH:20]1[CH:25]=[CH:24][C:23]([C@@H:26]([NH2:29])[CH2:27][OH:28])=[CH:22][CH:21]=1.CCN(C(C)C)C(C)C.